This data is from Forward reaction prediction with 1.9M reactions from USPTO patents (1976-2016). The task is: Predict the product of the given reaction. Given the reactants C(OC(N1C2C(=CC(C3C=CC=CC=3OC)=CC=2)C(C(O)C)=CC1(C)C)=O)(C)(C)C.[CH:31]1([CH2:37][O:38][CH:39]([C:41]2[C:50]3[C:45](=[CH:46][CH:47]=[C:48]([C:51]4[CH:56]=[CH:55][CH:54]=[CH:53][C:52]=4[O:57][CH3:58])[CH:49]=3)[NH:44][C:43]([CH3:60])([CH3:59])[CH:42]=2)[CH3:40])CCC[CH2:33][CH2:32]1.C[Si]([N-][Si](C)(C)C)(C)C.[Na+].C1(CBr)CCCCC1, predict the reaction product. The product is: [CH2:37]([O:38][CH:39]([C:41]1[C:50]2[C:45](=[CH:46][CH:47]=[C:48]([C:51]3[CH:56]=[CH:55][CH:54]=[CH:53][C:52]=3[O:57][CH3:58])[CH:49]=2)[NH:44][C:43]([CH3:60])([CH3:59])[CH:42]=1)[CH3:40])/[CH:31]=[CH:32]/[CH3:33].